This data is from Peptide-MHC class II binding affinity with 134,281 pairs from IEDB. The task is: Regression. Given a peptide amino acid sequence and an MHC pseudo amino acid sequence, predict their binding affinity value. This is MHC class II binding data. The peptide sequence is KLRFTCLSSTGSSCL. The MHC is HLA-DQA10501-DQB10301 with pseudo-sequence HLA-DQA10501-DQB10301. The binding affinity (normalized) is 0.0506.